This data is from Catalyst prediction with 721,799 reactions and 888 catalyst types from USPTO. The task is: Predict which catalyst facilitates the given reaction. (1) Reactant: C1CC(=C(F)CNC2CCN([CH2:14][C:15]3[CH:20]=[CH:19][CH:18]=[CH:17][CH:16]=3)CC2)CC1.[CH:23]12[CH2:29][CH:26]([CH:27]=[CH:28]1)[CH2:25][CH:24]2[CH2:30][OH:31].[OH-].[K+].[CH2:34](Br)CCCCCCC. Product: [CH2:30]([O:31][CH2:34][C:18]12[CH2:14][CH:15]([CH2:20][CH2:19]1)[CH:16]=[CH:17]2)[CH2:24][CH2:25][CH2:26][CH2:27][CH2:28][CH2:23][CH3:29]. The catalyst class is: 374. (2) Reactant: [Cl:1][C:2]1[CH:3]=[CH:4][C:5]([O:17][CH3:18])=[C:6]([CH:16]=1)[C:7]([NH:9][C:10]1[S:11][C:12]([CH3:15])=[CH:13][N:14]=1)=[O:8].[H-].[Na+].Cl[CH2:22][C:23]1[N:24]=[CH:25][S:26][CH:27]=1.O. Product: [Cl:1][C:2]1[CH:3]=[CH:4][C:5]([O:17][CH3:18])=[C:6]([CH:16]=1)[C:7](/[N:9]=[C:10]1\[S:11][C:12]([CH3:15])=[CH:13][N:14]\1[CH2:22][C:23]1[N:24]=[CH:25][S:26][CH:27]=1)=[O:8]. The catalyst class is: 3. (3) Reactant: [CH2:1]([C:8]#[N:9])[C:2]1[CH:7]=[CH:6][CH:5]=[CH:4][CH:3]=1.[Li]CCCC.[C:15]([N:22]1[CH2:27][CH2:26][C:25](=[O:28])[CH2:24][CH2:23]1)([O:17][C:18]([CH3:21])([CH3:20])[CH3:19])=[O:16]. Product: [C:8]([CH:1]([C:2]1[CH:7]=[CH:6][CH:5]=[CH:4][CH:3]=1)[C:25]1([OH:28])[CH2:24][CH2:23][N:22]([C:15]([O:17][C:18]([CH3:20])([CH3:19])[CH3:21])=[O:16])[CH2:27][CH2:26]1)#[N:9]. The catalyst class is: 1. (4) Reactant: [Cl:1][C:2]1[CH:10]=[CH:9][CH:8]=[C:7]2[C:3]=1[C:4]([C:24](=[O:35])[NH:25][CH2:26][CH:27]1[CH2:32][CH2:31][C:30]([F:34])([F:33])[CH2:29][CH2:28]1)=[CH:5][N:6]2[CH2:11][CH:12]1[CH2:16][CH2:15][CH2:14][N:13]1C(OC(C)(C)C)=O.FC(F)(F)C(O)=O. Product: [Cl:1][C:2]1[CH:10]=[CH:9][CH:8]=[C:7]2[C:3]=1[C:4]([C:24]([NH:25][CH2:26][CH:27]1[CH2:32][CH2:31][C:30]([F:34])([F:33])[CH2:29][CH2:28]1)=[O:35])=[CH:5][N:6]2[CH2:11][CH:12]1[CH2:16][CH2:15][CH2:14][NH:13]1. The catalyst class is: 2. (5) Reactant: [OH:1][C:2]1[CH:3]=[C:4]([C:10](=[O:12])[CH3:11])[CH:5]=[CH:6][C:7]=1[O:8][CH3:9].C([O-])([O-])=O.[K+].[K+].[CH3:19][C:20]1[CH:27]=[CH:26][CH:25]=[C:24]([CH3:28])[C:21]=1[CH2:22]Cl. Product: [CH3:19][C:20]1[CH:27]=[CH:26][CH:25]=[C:24]([CH3:28])[C:21]=1[CH2:22][O:1][C:2]1[CH:3]=[C:4]([C:10](=[O:12])[CH3:11])[CH:5]=[CH:6][C:7]=1[O:8][CH3:9]. The catalyst class is: 39. (6) Reactant: [F:1][C:2]1[CH:3]=[C:4]([CH:32]=[CH:33][CH:34]=1)[CH2:5][O:6][C:7]1[CH:30]=[CH:29][C:10]([NH:11][C:12]2[C:21]3[C:16](=[CH:17][CH:18]=[C:19]([C:22]4[O:26][C:25](C=O)=[CH:24][CH:23]=4)[CH:20]=3)[N:15]=[CH:14][N:13]=2)=[CH:9][C:8]=1[Cl:31].Cl.[C:36]1([S:42]([CH2:45][CH2:46][NH2:47])(=[O:44])=[O:43])[CH:41]=[CH:40][CH:39]=[CH:38][CH:37]=1.[CH3:48]CN(CC)CC.[BH4-].[Na+]. Product: [F:1][C:2]1[CH:3]=[C:4]([CH:32]=[CH:33][CH:34]=1)[CH2:5][O:6][C:7]1[CH:30]=[CH:29][C:10]([NH:11][C:12]2[C:21]3[C:16](=[CH:17][CH:18]=[C:19]([C:22]4([CH2:48][NH:47][CH2:46][CH2:45][S:42]([C:36]5[CH:37]=[CH:38][CH:39]=[CH:40][CH:41]=5)(=[O:43])=[O:44])[CH2:23][CH:24]=[CH:25][O:26]4)[CH:20]=3)[N:15]=[CH:14][N:13]=2)=[CH:9][C:8]=1[Cl:31]. The catalyst class is: 36. (7) Reactant: Br[C:2]1[CH:3]=[C:4]([OH:10])[C:5](=[CH:8][CH:9]=1)[CH:6]=[O:7].[C:11]1(B(O)O)[CH:16]=[CH:15][CH:14]=[CH:13][CH:12]=1.C([O-])([O-])=O.[K+].[K+]. Product: [C:11]1([C:2]2[CH:3]=[C:4]([OH:10])[C:5](=[CH:8][CH:9]=2)[CH:6]=[O:7])[CH:16]=[CH:15][CH:14]=[CH:13][CH:12]=1. The catalyst class is: 109. (8) Reactant: [NH2:1][C:2]1[CH:7]=[CH:6][CH:5]=[CH:4][CH:3]=1.[CH2:8]1[S:12](=[O:14])(=[O:13])[O:11][CH2:10][CH2:9]1. Product: [C:2]1([NH2+:1][CH2:10][CH2:9][CH2:8][S:12]([O-:14])(=[O:13])=[O:11])[CH:7]=[CH:6][CH:5]=[CH:4][CH:3]=1. The catalyst class is: 10. (9) Reactant: [CH3:1][C@@H:2]1[O:7][CH2:6][CH2:5][NH:4][C@H:3]1[C:8]([O:10]CC)=O.[Cl:13][C:14]1[N:19]=[C:18](Cl)[C:17]([NH2:21])=[CH:16][N:15]=1.CCN(C(C)C)C(C)C.[OH-].[Na+].CC(OC(OC(OC(C)(C)C)=O)=O)(C)C.Cl. Product: [Cl:13][C:14]1[N:19]=[CH:18][C:17]2[NH:21][C:8](=[O:10])[C@H:3]3[C@H:2]([CH3:1])[O:7][CH2:6][CH2:5][N:4]3[C:16]=2[N:15]=1. The catalyst class is: 399.